Regression. Given two drug SMILES strings and cell line genomic features, predict the synergy score measuring deviation from expected non-interaction effect. From a dataset of NCI-60 drug combinations with 297,098 pairs across 59 cell lines. (1) Drug 1: CC1=CC2C(CCC3(C2CCC3(C(=O)C)OC(=O)C)C)C4(C1=CC(=O)CC4)C. Drug 2: CCCS(=O)(=O)NC1=C(C(=C(C=C1)F)C(=O)C2=CNC3=C2C=C(C=N3)C4=CC=C(C=C4)Cl)F. Cell line: T-47D. Synergy scores: CSS=16.1, Synergy_ZIP=5.89, Synergy_Bliss=5.60, Synergy_Loewe=5.09, Synergy_HSA=5.49. (2) Drug 1: CC12CCC3C(C1CCC2=O)CC(=C)C4=CC(=O)C=CC34C. Drug 2: C1=CN(C=N1)CC(O)(P(=O)(O)O)P(=O)(O)O. Cell line: IGROV1. Synergy scores: CSS=3.22, Synergy_ZIP=-14.0, Synergy_Bliss=-27.2, Synergy_Loewe=-32.0, Synergy_HSA=-25.9. (3) Synergy scores: CSS=9.95, Synergy_ZIP=-4.55, Synergy_Bliss=-5.48, Synergy_Loewe=-4.77, Synergy_HSA=-5.07. Cell line: NCI-H460. Drug 2: C#CCC(CC1=CN=C2C(=N1)C(=NC(=N2)N)N)C3=CC=C(C=C3)C(=O)NC(CCC(=O)O)C(=O)O. Drug 1: COC1=C(C=C2C(=C1)N=CN=C2NC3=CC(=C(C=C3)F)Cl)OCCCN4CCOCC4. (4) Drug 1: C1=CC(=CC=C1CCCC(=O)O)N(CCCl)CCCl. Drug 2: C1=CN(C=N1)CC(O)(P(=O)(O)O)P(=O)(O)O. Cell line: TK-10. Synergy scores: CSS=-1.02, Synergy_ZIP=-6.08, Synergy_Bliss=-14.1, Synergy_Loewe=-13.2, Synergy_HSA=-11.7.